Dataset: Full USPTO retrosynthesis dataset with 1.9M reactions from patents (1976-2016). Task: Predict the reactants needed to synthesize the given product. Given the product [CH3:13][O:12][C:7](=[O:11])[CH:8]([CH3:10])[CH2:9][NH:6][CH2:1][CH2:2][CH:3]([CH3:5])[CH3:4], predict the reactants needed to synthesize it. The reactants are: [CH2:1]([NH2:6])[CH2:2][CH:3]([CH3:5])[CH3:4].[C:7]([O:12][CH3:13])(=[O:11])[C:8]([CH3:10])=[CH2:9].